From a dataset of Forward reaction prediction with 1.9M reactions from USPTO patents (1976-2016). Predict the product of the given reaction. (1) Given the reactants Cl[C:2]1[CH:7]=[CH:6][C:5]([C:8]([N:10]2[CH2:15][CH2:14][N:13]([C:16]3[C:21]([CH3:22])=[CH:20][C:19]([CH3:23])=[CH:18][N:17]=3)[CH2:12][CH2:11]2)=[O:9])=[C:4]([N:24]2[C@H:28]([CH3:29])[CH2:27][CH2:26][S:25]2(=[O:31])=[O:30])[CH:3]=1.[O:32]1[CH2:36][CH2:35][NH:34][C:33]1=[O:37], predict the reaction product. The product is: [CH3:22][C:21]1[C:16]([N:13]2[CH2:14][CH2:15][N:10]([C:8]([C:5]3[CH:6]=[CH:7][C:2]([N:34]4[CH2:35][CH2:36][O:32][C:33]4=[O:37])=[CH:3][C:4]=3[N:24]3[C@H:28]([CH3:29])[CH2:27][CH2:26][S:25]3(=[O:31])=[O:30])=[O:9])[CH2:11][CH2:12]2)=[N:17][CH:18]=[C:19]([CH3:23])[CH:20]=1. (2) Given the reactants S(=O)(=O)(O)O.[NH2:6][C:7]1[C:8]([C:25]([NH2:27])=[O:26])=[CH:9][C:10]2[C:18]3[C:13](=[CH:14][CH:15]=[CH:16][CH:17]=3)[N:12]([CH2:19][C:20](O)([CH3:22])[CH3:21])[C:11]=2[N:24]=1.[OH-].[Na+].C(=O)(O)[O-:31].[Na+].[Cl:35][CH2:36][C:37]#[N:38], predict the reaction product. The product is: [NH2:6][C:7]1[C:8]([C:25]([NH2:27])=[O:26])=[CH:9][C:10]2[C:18]3[C:13](=[CH:14][CH:15]=[CH:16][CH:17]=3)[N:12]([CH2:19][C:20]([NH:38][C:37](=[O:31])[CH2:36][Cl:35])([CH3:21])[CH3:22])[C:11]=2[N:24]=1. (3) Given the reactants B.[O:2]1CCC[CH2:3]1.[CH3:7][O:8][C:9]([C:11]1[CH:15]=[CH:14][O:13][C:12]=1[C:16](OC)=O)=[O:10].O, predict the reaction product. The product is: [OH:2][CH2:3][CH2:16][C:12]1[O:13][CH:14]=[CH:15][C:11]=1[C:9]([O:8][CH3:7])=[O:10]. (4) The product is: [Cl:7][C:8]1[C:9]2[CH:24]=[C:23]([OH:25])[C:22]([OH:27])=[CH:21][C:10]=2[S:11][C:12]=1[C:13]([N:15]1[CH2:16][CH2:17][O:18][CH2:19][CH2:20]1)=[O:14]. Given the reactants [Cl-].[Al+3].[Cl-].[Cl-].[I-].[Na+].[Cl:7][C:8]1[C:9]2[CH:24]=[C:23]([O:25]C)[C:22]([O:27]C)=[CH:21][C:10]=2[S:11][C:12]=1[C:13]([N:15]1[CH2:20][CH2:19][O:18][CH2:17][CH2:16]1)=[O:14].Cl.S([O-])([O-])=O.[Na+].[Na+], predict the reaction product. (5) Given the reactants [Cl:1][S:2]([OH:5])(=O)=[O:3].[F:6][C:7]([F:21])([F:20])[C:8]([NH:10][CH:11]1[CH2:19][C:18]2[C:13](=[CH:14][CH:15]=[CH:16][CH:17]=2)[CH2:12]1)=[O:9], predict the reaction product. The product is: [F:6][C:7]([F:20])([F:21])[C:8]([NH:10][CH:11]1[CH2:19][C:18]2[C:13](=[CH:14][CH:15]=[C:16]([S:2]([Cl:1])(=[O:5])=[O:3])[CH:17]=2)[CH2:12]1)=[O:9]. (6) Given the reactants [C:1]([O:7][CH2:8][CH3:9])(=[O:6])[CH2:2][C:3]([CH3:5])=[O:4].CO[CH:12](OC)[N:13]([CH3:15])[CH3:14], predict the reaction product. The product is: [C:3]([C:2](=[CH:12][N:13]([CH3:15])[CH3:14])[C:1]([O:7][CH2:8][CH3:9])=[O:6])(=[O:4])[CH3:5].